Dataset: Ames mutagenicity test results for genotoxicity prediction. Task: Regression/Classification. Given a drug SMILES string, predict its toxicity properties. Task type varies by dataset: regression for continuous values (e.g., LD50, hERG inhibition percentage) or binary classification for toxic/non-toxic outcomes (e.g., AMES mutagenicity, cardiotoxicity, hepatotoxicity). Dataset: ames. (1) The compound is Cc1cccc2cc([N+](=O)[O-])ccc12. The result is 1 (mutagenic). (2) The molecule is Cc1cccc2sc(N)nc12. The result is 0 (non-mutagenic). (3) The drug is CCOP(=O)(NC(C)CC)Oc1cc(C)ccc1[N+](=O)[O-]. The result is 0 (non-mutagenic). (4) The compound is O=[N+]([O-])c1cccc2c1[nH]c1ccccc12. The result is 1 (mutagenic). (5) The drug is Nc1c(O)cc(Cc2cc(Cl)c(N)c(OS(=O)(=O)O)c2)cc1Cl. The result is 0 (non-mutagenic). (6) The molecule is CC(=O)Nc1cccc(N=[N+]([O-])c2cccc(NC(C)=O)c2C)c1C. The result is 0 (non-mutagenic). (7) The compound is c1ccc(-c2ccc(-c3ccccc3)cc2)cc1. The result is 0 (non-mutagenic).